From a dataset of Reaction yield outcomes from USPTO patents with 853,638 reactions. Predict the reaction yield, written as a fraction of the theoretical maximum amount of product (1.0 means a 100% yield; for example, 0.34 means a 34% yield). (1) The reactants are [Br:1][C:2]1[CH:6]=[CH:5][S:4][C:3]=1[C:7]([NH2:9])=O.COC(OC)[N:13]([CH3:15])C.C1(C)C=CC=CC=1.C(O)(=O)C.[NH2:29]N. No catalyst specified. The product is [Br:1][C:2]1[CH:6]=[CH:5][S:4][C:3]=1[C:7]1[NH:9][CH:15]=[N:13][N:29]=1. The yield is 0.856. (2) The reactants are [N+:1]([C:4]1[CH:9]=[CH:8][C:7]([C@@H:10]([CH3:14])[C:11]([NH2:13])=[O:12])=[CH:6][CH:5]=1)([O-])=O.C([O-])=O.[NH4+]. The catalyst is C1COCC1.CO.[Pd]. The product is [NH2:1][C:4]1[CH:5]=[CH:6][C:7]([C@@H:10]([CH3:14])[C:11]([NH2:13])=[O:12])=[CH:8][CH:9]=1. The yield is 0.962. (3) The reactants are [C:1]([O:5][C:6]([N:8]1[CH2:13][CH2:12][C:11](=[O:14])[CH2:10][CH2:9]1)=[O:7])([CH3:4])([CH3:3])[CH3:2].[O:15]([C:22]1[CH:27]=[CH:26][C:25]([Mg]Br)=[CH:24][CH:23]=1)[C:16]1[CH:21]=[CH:20][CH:19]=[CH:18][CH:17]=1.C1C=CC(OC2C=CC(Br)=CC=2)=CC=1.[Cl-].[NH4+]. The catalyst is O1CCCC1. The product is [C:1]([O:5][C:6]([N:8]1[CH2:9][CH2:10][C:11]([C:25]2[CH:26]=[CH:27][C:22]([O:15][C:16]3[CH:21]=[CH:20][CH:19]=[CH:18][CH:17]=3)=[CH:23][CH:24]=2)([OH:14])[CH2:12][CH2:13]1)=[O:7])([CH3:4])([CH3:2])[CH3:3]. The yield is 0.450.